From a dataset of Catalyst prediction with 721,799 reactions and 888 catalyst types from USPTO. Predict which catalyst facilitates the given reaction. Reactant: [Cl:1][C:2]1[C:3](Br)=[C:4]([CH:10]=[CH:11][C:12]=1[C:13]([O:15][CH2:16][CH3:17])=[O:14])[C:5]([O:7][CH2:8][CH3:9])=[O:6].[C:19]1([CH3:40])[CH:24]=[CH:23][CH:22]=[CH:21][C:20]=1P([C:20]1[CH:21]=[CH:22][CH:23]=[CH:24][C:19]=1[CH3:40])[C:20]1[CH:21]=[CH:22][CH:23]=[CH:24][C:19]=1[CH3:40].O1CCOCC1.O. Product: [Cl:1][C:2]1[CH:3]=[C:4]([C:5]([O:7][CH2:8][CH3:9])=[O:6])[C:10]([C:20]2[CH:21]=[CH:22][CH:23]=[CH:24][C:19]=2[CH3:40])=[CH:11][C:12]=1[C:13]([O:15][CH2:16][CH3:17])=[O:14]. The catalyst class is: 222.